This data is from Reaction yield outcomes from USPTO patents with 853,638 reactions. The task is: Predict the reaction yield, written as a fraction of the theoretical maximum amount of product (1.0 means a 100% yield; for example, 0.34 means a 34% yield). (1) The reactants are [CH3:1][O:2][C:3]1[CH:4]=[CH:5][C:6]2[N:11]=[CH:10][C:9](=[O:12])[N:8]([CH2:13][CH2:14][N:15]3[CH2:20][CH2:19][CH:18]([NH:21]C(=O)OC(C)(C)C)[CH2:17][CH2:16]3)[C:7]=2[N:29]=1.CC[NH+](CC)CC.CC[NH+](CC)CC.C([O-])([O-])=O.CO. The catalyst is C(Cl)Cl.FC(F)(F)C(O)=O.C(Cl)Cl. The product is [NH2:21][CH:18]1[CH2:17][CH2:16][N:15]([CH2:14][CH2:13][N:8]2[C:9](=[O:12])[CH:10]=[N:11][C:6]3[CH:5]=[CH:4][C:3]([O:2][CH3:1])=[N:29][C:7]2=3)[CH2:20][CH2:19]1. The yield is 1.00. (2) The reactants are [Cl:1][C:2]1[CH:7]=[CH:6][N:5]=[C:4]2[NH:8][CH:9]=[CH:10][C:3]=12.[OH-].[K+].[I:13]I. The catalyst is CN(C=O)C. The product is [Cl:1][C:2]1[CH:7]=[CH:6][N:5]=[C:4]2[NH:8][CH:9]=[C:10]([I:13])[C:3]=12. The yield is 0.880. (3) The reactants are [C:1]([O:5][C:6]([NH:8][C:9]1[O:17][C:16]2[C:11](=[N:12][CH:13]=[C:14]([CH:18]3[CH2:23][CH2:22][O:21][CH2:20][CH2:19]3)[CH:15]=2)[C:10]=1[C:24]([O:26]CC)=[O:25])=[O:7])([CH3:4])([CH3:3])[CH3:2].O[Li].O.CO.Cl. The catalyst is C1COCC1.C(Cl)Cl.O. The product is [C:1]([O:5][C:6]([NH:8][C:9]1[O:17][C:16]2[C:11](=[N:12][CH:13]=[C:14]([CH:18]3[CH2:23][CH2:22][O:21][CH2:20][CH2:19]3)[CH:15]=2)[C:10]=1[C:24]([OH:26])=[O:25])=[O:7])([CH3:4])([CH3:2])[CH3:3]. The yield is 0.700. (4) The reactants are [Cl:1][C:2]1[CH:7]=[C:6]([Cl:8])[CH:5]=[CH:4][C:3]=1[NH:9][CH2:10][C:11]([CH3:13])=O.[N:14]1([N:14]2[CH2:19][CH2:18][CH2:17][CH2:16][CH2:15]2)[CH2:19][CH2:18][C:17](=[O:21])[CH2:16][C:15]1=[O:21].O.[C:29]1(C)[CH:34]=[CH:33][C:32](S(O)(=O)=O)=[CH:31][CH:30]=1.C1(C)C=CC=CC=1. The catalyst is O. The product is [CH:29]1([N:14]2[CH2:19][CH2:18][C:17]3[N:9]([C:3]4[CH:4]=[CH:5][C:6]([Cl:8])=[CH:7][C:2]=4[Cl:1])[CH:10]=[C:11]([CH3:13])[C:16]=3[C:15]2=[O:21])[CH2:34][CH2:33][CH2:32][CH2:31][CH2:30]1. The yield is 0.0800.